This data is from Forward reaction prediction with 1.9M reactions from USPTO patents (1976-2016). The task is: Predict the product of the given reaction. (1) The product is: [Cl:30][C:24]1[CH:25]=[CH:26][CH:27]=[C:28]([Cl:29])[C:23]=1[C:16]1[CH:17]=[CH:18][CH:19]=[C:20]2[C:15]=1[O:14][C@@H:13]([CH2:12][NH:32][CH3:31])[CH:22]=[CH:21]2. Given the reactants CC1C=CC(S(O[CH2:12][C@H:13]2[CH:22]=[CH:21][C:20]3[C:15](=[C:16]([C:23]4[C:28]([Cl:29])=[CH:27][CH:26]=[CH:25][C:24]=4[Cl:30])[CH:17]=[CH:18][CH:19]=3)[O:14]2)(=O)=O)=CC=1.[CH3:31][NH2:32].[OH-].[Na+], predict the reaction product. (2) Given the reactants [F:1][C:2]1[CH:7]=[CH:6][C:5]([C:8]2[NH:12][N:11]=[C:10]([C:13]([N:15]3[CH2:20][CH2:19][N:18](C(OC(C)(C)C)=O)[CH2:17][CH2:16]3)=[O:14])[C:9]=2[C:28]2[CH:33]=[CH:32][N:31]=[CH:30][CH:29]=2)=[CH:4][CH:3]=1.C(O)(C(F)(F)F)=O, predict the reaction product. The product is: [OH2:14].[F:1][C:2]1[CH:7]=[CH:6][C:5]([C:8]2[NH:12][N:11]=[C:10]([C:13]([N:15]3[CH2:20][CH2:19][NH:18][CH2:17][CH2:16]3)=[O:14])[C:9]=2[C:28]2[CH:29]=[CH:30][N:31]=[CH:32][CH:33]=2)=[CH:4][CH:3]=1. (3) The product is: [CH2:20]([O:27][C:28]1[CH:35]=[CH:34][C:31]([CH2:32][C:17]#[N:18])=[CH:30][C:29]=1[Cl:36])[C:21]1[CH:26]=[CH:25][CH:24]=[CH:23][CH:22]=1. Given the reactants CC([O-])(C)C.[K+].CC1C=CC(S([CH2:17][N+:18]#[C-])(=O)=O)=CC=1.[CH2:20]([O:27][C:28]1[CH:35]=[CH:34][C:31]([CH:32]=O)=[CH:30][C:29]=1[Cl:36])[C:21]1[CH:26]=[CH:25][CH:24]=[CH:23][CH:22]=1.CO, predict the reaction product.